This data is from Reaction yield outcomes from USPTO patents with 853,638 reactions. The task is: Predict the reaction yield, written as a fraction of the theoretical maximum amount of product (1.0 means a 100% yield; for example, 0.34 means a 34% yield). (1) The reactants are [Br:1][C:2]1[CH:3]=[CH:4][C:5]([NH2:8])=[N:6][CH:7]=1.[F:9][C:10]([F:21])([F:20])[C:11]1[CH:12]=[C:13]([N:17]=[C:18]=[O:19])[CH:14]=[CH:15][CH:16]=1. The catalyst is C1COCC1. The product is [Br:1][C:2]1[CH:3]=[CH:4][C:5]([NH:8][C:18]([NH:17][C:13]2[CH:14]=[CH:15][CH:16]=[C:11]([C:10]([F:9])([F:20])[F:21])[CH:12]=2)=[O:19])=[N:6][CH:7]=1. The yield is 0.730. (2) The reactants are [N:1]([CH2:4][CH2:5][NH:6][C:7](=[O:21])[CH2:8][CH2:9][CH2:10][CH2:11][CH2:12][CH2:13][CH2:14][CH2:15]CCCCC)=[N+:2]=[N-:3].N([CH2:25][CH2:26]N)=[N+]=[N-].C(N(CC)CC)C. The catalyst is ClCCl. The product is [N:1]([CH2:4][CH2:5][NH:6][C:7](=[O:21])[C:8]1[CH:9]=[CH:10][C:11]([CH2:12][CH2:13][CH2:14][CH3:15])=[CH:26][CH:25]=1)=[N+:2]=[N-:3]. The yield is 0.750. (3) The reactants are C[O:2][C:3]([C@H:5]1[CH2:9][CH2:8][C@@H:7]([C:10]2[CH:15]=[CH:14][CH:13]=[C:12]([F:16])[CH:11]=2)[N:6]1[S:17]([C:20]1[CH:25]=[CH:24][C:23]([Cl:26])=[CH:22][CH:21]=1)(=[O:19])=[O:18])=O.[H-].C([Al+]CC(C)C)C(C)C. The catalyst is C1(C)C=CC=CC=1. The product is [Cl:26][C:23]1[CH:24]=[CH:25][C:20]([S:17]([N:6]2[C@H:7]([C:10]3[CH:15]=[CH:14][CH:13]=[C:12]([F:16])[CH:11]=3)[CH2:8][CH2:9][C@@H:5]2[CH2:3][OH:2])(=[O:18])=[O:19])=[CH:21][CH:22]=1. The yield is 0.990. (4) The reactants are [CH3:1][N:2]1[C:7](=[O:8])[C:6]([NH:9][C:10]2[CH:19]=[C:13]3[CH2:14][N:15]([CH3:18])[CH2:16][CH2:17][N:12]3[N:11]=2)=[CH:5][C:4]([C:20]2[C:25]([CH:26]=[O:27])=[C:24]([N:28]3[C:40](=[O:41])[C:32]4=[CH:33][N:34]5[C:39]([CH2:38][CH2:37][CH2:36][CH2:35]5)=[C:31]4[CH:30]=[N:29]3)[N:23]=[CH:22][CH:21]=2)=[CH:3]1.[BH4-].[Na+]. The catalyst is CO. The product is [OH:27][CH2:26][C:25]1[C:24]([N:28]2[C:40](=[O:41])[C:32]3=[CH:33][N:34]4[C:39]([CH2:38][CH2:37][CH2:36][CH2:35]4)=[C:31]3[CH:30]=[N:29]2)=[N:23][CH:22]=[CH:21][C:20]=1[C:4]1[CH:5]=[C:6]([NH:9][C:10]2[CH:19]=[C:13]3[CH2:14][N:15]([CH3:18])[CH2:16][CH2:17][N:12]3[N:11]=2)[C:7](=[O:8])[N:2]([CH3:1])[CH:3]=1. The yield is 0.660. (5) The reactants are C(OC([N:8]1[CH2:11][CH2:10][CH:9]1[C:12](=[O:50])[NH:13][C:14]1[CH:19]=[CH:18][C:17]([C:20]2[CH:21]=[C:22]3[C:28]([C:29]4[CH:34]=[CH:33][CH:32]=[CH:31][C:30]=4[O:35][CH3:36])=[N:27][N:26](COCC[Si](C)(C)C)[C:23]3=[N:24][CH:25]=2)=[CH:16][C:15]=1[C:45](=[O:49])[N:46]([CH3:48])[CH3:47])=O)(C)(C)C.C1(S)C=CC=CC=1.Cl. The catalyst is C(O)(=O)C. The product is [CH3:48][N:46]([CH3:47])[C:45]([C:15]1[CH:16]=[C:17]([C:20]2[CH:21]=[C:22]3[C:28]([C:29]4[CH:34]=[CH:33][CH:32]=[CH:31][C:30]=4[O:35][CH3:36])=[N:27][NH:26][C:23]3=[N:24][CH:25]=2)[CH:18]=[CH:19][C:14]=1[NH:13][C:12]([CH:9]1[CH2:10][CH2:11][NH:8]1)=[O:50])=[O:49]. The yield is 0.322. (6) The reactants are [CH3:1][O:2][C:3]1[CH:4]=[C:5]2[C:10](=[CH:11][C:12]=1[O:13][CH3:14])[N:9]=[CH:8][CH:7]=[C:6]2[O:15][C:16]1[CH:22]=[CH:21][C:19]([NH2:20])=[C:18]([F:23])[CH:17]=1.ClC(Cl)(O[C:28](=[O:34])OC(Cl)(Cl)Cl)Cl.[CH2:36]([NH2:39])[C:37]#[CH:38].C(=O)([O-])O.[Na+]. The catalyst is C(Cl)(Cl)Cl.C(N(CC)CC)C.ClCCl. The product is [CH3:1][O:2][C:3]1[CH:4]=[C:5]2[C:10](=[CH:11][C:12]=1[O:13][CH3:14])[N:9]=[CH:8][CH:7]=[C:6]2[O:15][C:16]1[CH:22]=[CH:21][C:19]([NH:20][C:28]([NH:39][CH2:36][C:37]#[CH:38])=[O:34])=[C:18]([F:23])[CH:17]=1. The yield is 0.870. (7) The reactants are [Br:1][C:2]1[CH:3]=[C:4]([CH:7]=[CH:8][C:9]=1[OH:10])[CH:5]=[O:6].C([O-])([O-])=O.[Cs+].[Cs+].Cl[C:18]([F:23])([F:22])C([O-])=O.[Na+]. The catalyst is CN(C=O)C. The product is [Br:1][C:2]1[CH:3]=[C:4]([CH:7]=[CH:8][C:9]=1[O:10][CH:18]([F:23])[F:22])[CH:5]=[O:6]. The yield is 0.520. (8) The reactants are Cl[C:2]1[N:11]=[C:10]([NH:12][CH2:13][CH:14]([C:21]2[CH:26]=[CH:25][CH:24]=[CH:23][CH:22]=2)[C:15]2[CH:20]=[CH:19][CH:18]=[CH:17][CH:16]=2)[C:9]2[C:4](=[CH:5][CH:6]=[CH:7][CH:8]=2)[N:3]=1.[CH3:27][N:28]([CH3:38])[C:29]1[N:34]=[CH:33][C:32](B(O)O)=[CH:31][CH:30]=1.C(NC1C2C(=CC=CC=2)N=C(C2SC3C=CC=CC=3C=2)N=1)(C1C=CC=CC=1)C1C=CC=CC=1. The catalyst is C1CCCCC1.CCOC(C)=O. The product is [CH3:27][N:28]([CH3:38])[C:29]1[N:34]=[CH:33][C:32]([C:2]2[N:11]=[C:10]([NH:12][CH2:13][CH:14]([C:21]3[CH:26]=[CH:25][CH:24]=[CH:23][CH:22]=3)[C:15]3[CH:20]=[CH:19][CH:18]=[CH:17][CH:16]=3)[C:9]3[C:4](=[CH:5][CH:6]=[CH:7][CH:8]=3)[N:3]=2)=[CH:31][CH:30]=1. The yield is 0.610. (9) The reactants are [CH:1]([Mg]Br)=[CH2:2].[CH3:5][C:6]([S:9](/[N:11]=[CH:12]/[C:13]1[CH:18]=[CH:17][C:16]([S:19]([CH2:22][CH2:23][CH3:24])(=[O:21])=[O:20])=[CH:15][CH:14]=1)=[O:10])([CH3:8])[CH3:7].C(OCC)(=O)C. The catalyst is C1COCC1.CCCCCC. The product is [CH3:8][C:6]([S:9]([NH:11][CH:12]([C:13]1[CH:14]=[CH:15][C:16]([S:19]([CH2:22][CH2:23][CH3:24])(=[O:21])=[O:20])=[CH:17][CH:18]=1)[CH:1]=[CH2:2])=[O:10])([CH3:5])[CH3:7]. The yield is 0.450. (10) The reactants are [OH:1][CH:2]([CH2:8][CH2:9][CH3:10])[C:3]([O:5]CC)=O.[CH3:11][O-].[Na+].CO.[CH3:16][NH:17][CH3:18]. No catalyst specified. The product is [OH:1][CH:2]([CH2:8][CH2:9][CH2:10][CH3:11])[C:3]([N:17]([CH3:18])[CH3:16])=[O:5]. The yield is 0.800.